This data is from Catalyst prediction with 721,799 reactions and 888 catalyst types from USPTO. The task is: Predict which catalyst facilitates the given reaction. (1) Reactant: [C:1]([C:3]1[CH:4]=[CH:5][C:6]2[O:10][C:9]3[CH:11]=[C:12]([S:15]([NH:18][C@@H:19]([CH:24]([CH3:26])[CH3:25])[C:20]([O:22][CH3:23])=[O:21])(=[O:17])=[O:16])[CH:13]=[CH:14][C:8]=3[C:7]=2[CH:27]=1)#[N:2].Cl.[NH2:29][OH:30].C(N(CC)CC)C. Product: [OH:30][NH:29][C:1]([C:3]1[CH:4]=[CH:5][C:6]2[O:10][C:9]3[CH:11]=[C:12]([S:15]([NH:18][C@@H:19]([CH:24]([CH3:25])[CH3:26])[C:20]([O:22][CH3:23])=[O:21])(=[O:17])=[O:16])[CH:13]=[CH:14][C:8]=3[C:7]=2[CH:27]=1)=[NH:2]. The catalyst class is: 18. (2) Reactant: [OH-].[Na+:2].[CH2:3]([C:10]1[CH:43]=[CH:42][C:13]([O:14][CH2:15][CH2:16][CH2:17][N:18]2[C:22]([CH3:23])=[CH:21][CH:20]=[C:19]2[C:24]2[CH:41]=[CH:40][C:27]([O:28][C@H:29]([CH2:33][C:34]3[CH:39]=[CH:38][CH:37]=[CH:36][CH:35]=3)[C:30]([OH:32])=[O:31])=[CH:26][CH:25]=2)=[CH:12][CH:11]=1)[C:4]1[CH:9]=[CH:8][CH:7]=[CH:6][CH:5]=1. Product: [CH2:3]([C:10]1[CH:11]=[CH:12][C:13]([O:14][CH2:15][CH2:16][CH2:17][N:18]2[C:22]([CH3:23])=[CH:21][CH:20]=[C:19]2[C:24]2[CH:25]=[CH:26][C:27]([O:28][C@H:29]([CH2:33][C:34]3[CH:35]=[CH:36][CH:37]=[CH:38][CH:39]=3)[C:30]([O-:32])=[O:31])=[CH:40][CH:41]=2)=[CH:42][CH:43]=1)[C:4]1[CH:5]=[CH:6][CH:7]=[CH:8][CH:9]=1.[Na+:2]. The catalyst class is: 8. (3) Reactant: [F:1][C:2]1[CH:7]=[CH:6][C:5]([C:8]2[N:13]=[CH:12][C:11]([NH2:14])=[CH:10][CH:9]=2)=[CH:4][CH:3]=1.FC(F)(F)C(O)=O.FC1C=C(C2N=CC(CCC(N3CCCCC3)=O)=CC=2)C=CC=1.[H-].[Na+].[C:47]([O:51][C:52](=[O:55])[CH2:53]Br)([CH3:50])([CH3:49])[CH3:48]. Product: [C:47]([O:51][C:52](=[O:55])[CH2:53][NH:14][C:11]1[CH:12]=[N:13][C:8]([C:5]2[CH:4]=[CH:3][C:2]([F:1])=[CH:7][CH:6]=2)=[CH:9][CH:10]=1)([CH3:50])([CH3:49])[CH3:48]. The catalyst class is: 3. (4) Reactant: Cl[C:2]1[C:11]2[C:6](=[CH:7][C:8]([O:12][CH3:13])=[CH:9][CH:10]=2)[C:5]([C:14]2[CH:19]=[CH:18][CH:17]=[CH:16][CH:15]=2)=[C:4]([C:20]#[N:21])[N:3]=1.[CH2:22]([NH2:25])[CH:23]=[CH2:24]. Product: [CH2:22]([NH:25][C:2]1[C:11]2[C:6](=[CH:7][C:8]([O:12][CH3:13])=[CH:9][CH:10]=2)[C:5]([C:14]2[CH:19]=[CH:18][CH:17]=[CH:16][CH:15]=2)=[C:4]([C:20]#[N:21])[N:3]=1)[CH:23]=[CH2:24]. The catalyst class is: 51. (5) Reactant: [F:1][C:2]1[CH:7]=[CH:6][CH:5]=[CH:4][N:3]=1.C([N-]C(C)C)(C)C.[Li+].CCCCCCC.C(C1C=CC=CC=1)C.[C:31](OCC)(=[O:37])[C:32]([O:34][CH2:35][CH3:36])=[O:33]. Product: [F:1][C:2]1[C:7]([C:31](=[O:37])[C:32]([O:34][CH2:35][CH3:36])=[O:33])=[CH:6][CH:5]=[CH:4][N:3]=1. The catalyst class is: 7. (6) Reactant: [CH3:1][C:2]1[S:3][CH:4]=[C:5]([C:7]([OH:9])=[O:8])[N:6]=1.[Br:10]Br. Product: [Br:10][C:4]1[S:3][C:2]([CH3:1])=[N:6][C:5]=1[C:7]([OH:9])=[O:8]. The catalyst class is: 188. (7) Reactant: [Cl:1][C:2]1[CH:7]=[CH:6][C:5]([O:8][C:9](=[O:26])[N:10]([CH2:12][C@H:13]2[CH2:18][CH2:17][C@H:16]([CH2:19][O:20][CH2:21][CH2:22][CH2:23][CH2:24]Br)[CH2:15][CH2:14]2)[CH3:11])=[CH:4][CH:3]=1.[CH3:27][NH:28][CH3:29]. Product: [Cl:1][C:2]1[CH:7]=[CH:6][C:5]([O:8][C:9](=[O:26])[N:10]([CH2:12][C@H:13]2[CH2:18][CH2:17][C@H:16]([CH2:19][O:20][CH2:21][CH2:22][CH2:23][CH2:24][N:28]([CH3:29])[CH3:27])[CH2:15][CH2:14]2)[CH3:11])=[CH:4][CH:3]=1. The catalyst class is: 80.